Dataset: Catalyst prediction with 721,799 reactions and 888 catalyst types from USPTO. Task: Predict which catalyst facilitates the given reaction. (1) Reactant: [C:1](O[C:1](=[O:4])[CH2:2][CH3:3])(=[O:4])[CH2:2][CH3:3].[NH2:10][CH2:11][C@@H:12]1[O:16][C:15](=[O:17])[N:14]([C:18]2[CH:29]=[C:28]([F:30])[C:21]3[N:22]([CH3:27])[C:23](=[O:26])[O:24][CH2:25][C:20]=3[CH:19]=2)[CH2:13]1.N1C=CC=CC=1. Product: [F:30][C:28]1[C:21]2[N:22]([CH3:27])[C:23](=[O:26])[O:24][CH2:25][C:20]=2[CH:19]=[C:18]([N:14]2[CH2:13][C@H:12]([CH2:11][NH:10][C:1](=[O:4])[CH2:2][CH3:3])[O:16][C:15]2=[O:17])[CH:29]=1. The catalyst class is: 4. (2) Reactant: [C:1]1([NH2:8])[CH:6]=[CH:5][CH:4]=[CH:3][C:2]=1[NH2:7].[S:9](N)(N)(=[O:11])=[O:10]. Product: [NH:7]1[S:9](=[O:11])(=[O:10])[NH:8][C:1]2[CH:6]=[CH:5][CH:4]=[CH:3][C:2]1=2. The catalyst class is: 270. (3) Reactant: C(Cl)Cl.[C:4]([C:6]1[CH:7]=[C:8]([C:13]2[CH:27]=[C:26]([CH2:28][NH:29][CH3:30])[CH:25]=[CH:24][C:14]=2[O:15][CH2:16][C:17]([O:19][C:20]([CH3:23])([CH3:22])[CH3:21])=[O:18])[CH:9]=[C:10]([F:12])[CH:11]=1)#[N:5].CCN(CC)CC.[F:38][C:39]1[CH:44]=[CH:43][C:42]([S:45](Cl)(=[O:47])=[O:46])=[CH:41][CH:40]=1. Product: [C:4]([C:6]1[CH:7]=[C:8]([C:13]2[CH:27]=[C:26]([CH2:28][N:29]([CH3:30])[S:45]([C:42]3[CH:43]=[CH:44][C:39]([F:38])=[CH:40][CH:41]=3)(=[O:47])=[O:46])[CH:25]=[CH:24][C:14]=2[O:15][CH2:16][C:17]([O:19][C:20]([CH3:23])([CH3:22])[CH3:21])=[O:18])[CH:9]=[C:10]([F:12])[CH:11]=1)#[N:5]. The catalyst class is: 6. (4) Reactant: [O:1]=[C:2]1[NH:7][CH:6]=[C:5]([C:8]2[CH:13]=[CH:12][N:11]3[C:14]([C:17]4[CH:18]=[C:19]([NH:23][C:24]([NH:26][CH2:27][C:28]([F:31])([F:30])[F:29])=[O:25])[CH:20]=[CH:21][CH:22]=4)=[CH:15][N:16]=[C:10]3[CH:9]=2)[CH:4]=[CH:3]1.Cl.[Cl:33][CH2:34][CH2:35][CH2:36][N:37]1[CH2:42][CH2:41][CH2:40][CH2:39][CH2:38]1.C([O-])([O-])=O.[Cs+].[Cs+].N[C@H](C(O)=O)CC1C=C2C(C=CC=C2)=CC=1. Product: [ClH:33].[O:1]=[C:2]1[N:7]([CH2:34][CH2:35][CH2:36][N:37]2[CH2:42][CH2:41][CH2:40][CH2:39][CH2:38]2)[CH:6]=[C:5]([C:8]2[CH:13]=[CH:12][N:11]3[C:14]([C:17]4[CH:18]=[C:19]([NH:23][C:24]([NH:26][CH2:27][C:28]([F:29])([F:30])[F:31])=[O:25])[CH:20]=[CH:21][CH:22]=4)=[CH:15][N:16]=[C:10]3[CH:9]=2)[CH:4]=[CH:3]1. The catalyst class is: 3. (5) Reactant: [O:1]=[C:2]1[CH2:7][CH2:6][N:5]([C:8]([O:10][C:11]([CH3:14])([CH3:13])[CH3:12])=[O:9])[CH2:4][CH2:3]1.[I-].[CH3:16][S+](C)(C)=O.CC(C)([O-])C.[Na+]. Product: [O:1]1[C:2]2([CH2:3][CH2:4][N:5]([C:8]([O:10][C:11]([CH3:14])([CH3:13])[CH3:12])=[O:9])[CH2:6][CH2:7]2)[CH2:16]1. The catalyst class is: 118. (6) Reactant: [OH:1][C:2]1[CH:13]=[CH:12][C:5](/[CH:6]=[CH:7]/[C:8]([O:10][CH3:11])=[O:9])=[CH:4][CH:3]=1.Br[CH2:15][CH2:16][CH2:17][CH2:18][CH2:19][CH3:20].C(=O)([O-])[O-].[K+].[K+]. Product: [CH2:15]([O:1][C:2]1[CH:3]=[CH:4][C:5](/[CH:6]=[CH:7]/[C:8]([O:10][CH3:11])=[O:9])=[CH:12][CH:13]=1)[CH2:16][CH2:17][CH2:18][CH2:19][CH3:20]. The catalyst class is: 131.